Dataset: Reaction yield outcomes from USPTO patents with 853,638 reactions. Task: Predict the reaction yield, written as a fraction of the theoretical maximum amount of product (1.0 means a 100% yield; for example, 0.34 means a 34% yield). (1) The reactants are [N+:1]([C:4]1[CH:23]=[CH:22][C:7]([CH2:8][O:9][C:10]([C:12]2[N:13]=[C:14]([N:17]3[CH2:20][CH:19]([OH:21])[CH2:18]3)[S:15][CH:16]=2)=[O:11])=[CH:6][CH:5]=1)([O-:3])=[O:2].[CH3:24][S:25](Cl)(=[O:27])=[O:26].C(N(CC)CC)C. The catalyst is C(Cl)Cl. The product is [N+:1]([C:4]1[CH:23]=[CH:22][C:7]([CH2:8][O:9][C:10]([C:12]2[N:13]=[C:14]([N:17]3[CH2:20][CH:19]([O:21][S:25]([CH3:24])(=[O:27])=[O:26])[CH2:18]3)[S:15][CH:16]=2)=[O:11])=[CH:6][CH:5]=1)([O-:3])=[O:2]. The yield is 0.990. (2) The reactants are Cl.C([O:4][CH2:5][CH2:6][O:7][NH:8][C:9]([C:11]1[C:20]([NH:21][C:22]2[CH:27]=[CH:26][C:25]([Br:28])=[CH:24][C:23]=2[Cl:29])=[C:19]([F:30])[C:14]2[N:15]=[CH:16][N:17]([CH3:18])[C:13]=2[CH:12]=1)=[O:10])=C. The catalyst is C(O)C. The product is [OH:4][CH2:5][CH2:6][O:7][NH:8][C:9]([C:11]1[C:20]([NH:21][C:22]2[CH:27]=[CH:26][C:25]([Br:28])=[CH:24][C:23]=2[Cl:29])=[C:19]([F:30])[C:14]2[N:15]=[CH:16][N:17]([CH3:18])[C:13]=2[CH:12]=1)=[O:10]. The yield is 1.00. (3) The reactants are [C:1]([N:8]1[CH2:13][CH2:12][N:11]([C:14]2[CH:19]=[CH:18][CH:17]=[CH:16][C:15]=2[NH:20][CH2:21][CH:22]([CH3:24])[CH3:23])[CH2:10][CH2:9]1)([O:3][C:4]([CH3:7])([CH3:6])[CH3:5])=[O:2].CCN(CC)CC.[C:32](OC(=O)C)(=[O:34])[CH3:33]. The catalyst is CN(C1C=CN=CC=1)C.C(Cl)Cl. The product is [C:1]([N:8]1[CH2:13][CH2:12][N:11]([C:14]2[CH:19]=[CH:18][CH:17]=[CH:16][C:15]=2[N:20]([C:32](=[O:34])[CH3:33])[CH2:21][CH:22]([CH3:24])[CH3:23])[CH2:10][CH2:9]1)([O:3][C:4]([CH3:7])([CH3:6])[CH3:5])=[O:2]. The yield is 1.00. (4) The reactants are [CH3:1][C:2]1[CH:9]=[C:8]([CH3:10])[CH:7]=[CH:6][C:3]=1[CH:4]=O.[C:11]([NH:14][NH2:15])([NH2:13])=[NH:12].[ClH:16]. No catalyst specified. The product is [ClH:16].[CH3:1][C:2]1[CH:9]=[C:8]([CH3:10])[CH:7]=[CH:6][C:3]=1[CH:4]=[N:15][NH:14][C:11]([NH2:13])=[NH:12]. The yield is 0.790.